This data is from Catalyst prediction with 721,799 reactions and 888 catalyst types from USPTO. The task is: Predict which catalyst facilitates the given reaction. (1) Reactant: [CH2:1]([O:3][C:4]([C:6]1[C:10]([C:11]2[CH:16]=[CH:15][C:14]([Cl:17])=[CH:13][CH:12]=2)=[CH:9][S:8][C:7]=1[NH2:18])=[O:5])[CH3:2].[C:19]1(=O)[O:24][C:22](=[O:23])[C:21]2=[CH:25][CH:26]=[CH:27][CH:28]=[C:20]12. Product: [CH2:1]([O:3][C:4]([C:6]1[C:10]([C:11]2[CH:16]=[CH:15][C:14]([Cl:17])=[CH:13][CH:12]=2)=[CH:9][S:8][C:7]=1[N:18]1[C:22](=[O:23])[C:21]2[C:20](=[CH:28][CH:27]=[CH:26][CH:25]=2)[C:19]1=[O:24])=[O:5])[CH3:2]. The catalyst class is: 15. (2) Reactant: [CH2:1]([O:8][C:9]([N:11]1[CH2:16][CH2:15][C:14]([C:20]2[CH:25]=[CH:24][CH:23]=[CH:22][CH:21]=2)([C:17](O)=[O:18])[CH2:13][CH2:12]1)=[O:10])[C:2]1[CH:7]=[CH:6][CH:5]=[CH:4][CH:3]=1.O=S(Cl)Cl.[CH3:30][NH:31][CH2:32][C:33]1[CH:38]=[CH:37][CH:36]=[CH:35][CH:34]=1.CCN(C(C)C)C(C)C. Product: [CH2:1]([O:8][C:9]([N:11]1[CH2:12][CH2:13][C:14]([C:17](=[O:18])[N:31]([CH2:32][C:33]2[CH:38]=[CH:37][CH:36]=[CH:35][CH:34]=2)[CH3:30])([C:20]2[CH:21]=[CH:22][CH:23]=[CH:24][CH:25]=2)[CH2:15][CH2:16]1)=[O:10])[C:2]1[CH:3]=[CH:4][CH:5]=[CH:6][CH:7]=1. The catalyst class is: 22. (3) The catalyst class is: 1. Reactant: [Cl:1][C:2]1[CH:7]=[C:6](Cl)[N:5]=[C:4]([CH3:9])[N:3]=1.[CH3:10][S-:11].[Na+]. Product: [Cl:1][C:2]1[CH:7]=[C:6]([S:11][CH3:10])[N:5]=[C:4]([CH3:9])[N:3]=1. (4) Reactant: [OH:1][C:2]1[C:3]([C:10]([OH:12])=O)=[N:4][CH:5]=[CH:6][C:7]=1[O:8][CH3:9].CN(C(ON1N=NC2C=CC=NC1=2)=[N+](C)C)C.F[P-](F)(F)(F)(F)F.CN1CCOCC1.[NH2:44][C@H:45]1[CH2:53][O:52][CH2:51][C@H:50]([CH2:54][C:55]2[CH:60]=[CH:59][C:58]([CH3:61])=[CH:57][CH:56]=2)[C@@H:49]([O:62][CH2:63][CH:64]([CH3:66])[CH3:65])[C@H:48]([CH3:67])[O:47][C:46]1=[O:68]. Product: [OH:1][C:2]1[C:3]([C:10]([NH:44][C@H:45]2[CH2:53][O:52][CH2:51][C@H:50]([CH2:54][C:55]3[CH:60]=[CH:59][C:58]([CH3:61])=[CH:57][CH:56]=3)[C@@H:49]([O:62][CH2:63][CH:64]([CH3:65])[CH3:66])[C@H:48]([CH3:67])[O:47][C:46]2=[O:68])=[O:12])=[N:4][CH:5]=[CH:6][C:7]=1[O:8][CH3:9]. The catalyst class is: 2. (5) Reactant: [CH3:1][O:2][C:3](=[O:20])[C:4]1[CH:9]=[CH:8][C:7]([O:10][CH2:11][CH:12]=[C:13]([CH3:15])[CH3:14])=[C:6]([C:16]([CH3:19])([CH3:18])[CH3:17])[CH:5]=1.FC(F)(F)S(O)(=O)=O. Product: [CH3:1][O:2][C:3]([C:4]1[CH:9]=[C:8]2[C:7](=[C:6]([C:16]([CH3:19])([CH3:18])[CH3:17])[CH:5]=1)[O:10][CH2:11][CH2:12][C:13]2([CH3:14])[CH3:15])=[O:20]. The catalyst class is: 2.